Task: Predict the reaction yield, written as a fraction of the theoretical maximum amount of product (1.0 means a 100% yield; for example, 0.34 means a 34% yield).. Dataset: Reaction yield outcomes from USPTO patents with 853,638 reactions (1) The reactants are [Cl:1][C:2]1[CH:10]=[CH:9][C:8]2[C:4](=[C:5]3[NH:14][C:13]([CH:15]4[CH2:20][CH2:19][N:18](C(OC(C)(C)C)=O)[CH2:17][CH2:16]4)=[CH:12][C:11](=[O:28])[N:6]3[N:7]=2)[CH:3]=1. The catalyst is Cl.O1CCOCC1. The product is [ClH:1].[Cl:1][C:2]1[CH:10]=[CH:9][C:8]2[C:4](=[C:5]3[NH:6][C:11](=[O:28])[CH:12]=[C:13]([CH:15]4[CH2:20][CH2:19][NH:18][CH2:17][CH2:16]4)[N:14]3[N:7]=2)[CH:3]=1. The yield is 1.00. (2) The reactants are [C:1]([O:5][C:6]([N:8]([C:29]([O:31][C:32]([CH3:35])([CH3:34])[CH3:33])=[O:30])[C@H:9]([C:21]([O:23][CH:24]1[CH2:28][CH2:27][CH2:26][CH2:25]1)=[O:22])[CH2:10][CH2:11][CH2:12][O:13][Si:14]([C:17]([CH3:20])([CH3:19])[CH3:18])([CH3:16])[CH3:15])=[O:7])([CH3:4])([CH3:3])[CH3:2].[CH3:36][Si]([N-][Si](C)(C)C)(C)C.[K+].CI. The catalyst is C1COCC1. The product is [C:32]([O:31][C:29]([N:8]([C:6]([O:5][C:1]([CH3:2])([CH3:3])[CH3:4])=[O:7])[C@:9]([CH3:36])([C:21]([O:23][CH:24]1[CH2:25][CH2:26][CH2:27][CH2:28]1)=[O:22])[CH2:10][CH2:11][CH2:12][O:13][Si:14]([C:17]([CH3:20])([CH3:19])[CH3:18])([CH3:15])[CH3:16])=[O:30])([CH3:35])([CH3:34])[CH3:33]. The yield is 0.890.